From a dataset of Peptide-MHC class I binding affinity with 185,985 pairs from IEDB/IMGT. Regression. Given a peptide amino acid sequence and an MHC pseudo amino acid sequence, predict their binding affinity value. This is MHC class I binding data. (1) The peptide sequence is TQSGALEVL. The MHC is HLA-A02:06 with pseudo-sequence HLA-A02:06. The binding affinity (normalized) is 0.549. (2) The MHC is HLA-A02:01 with pseudo-sequence HLA-A02:01. The binding affinity (normalized) is 0.372. The peptide sequence is LTDLGLIYTA. (3) The peptide sequence is NHINVELNL. The MHC is HLA-B38:01 with pseudo-sequence HLA-B38:01. The binding affinity (normalized) is 0.530. (4) The peptide sequence is IEELRRHLL. The MHC is HLA-A31:01 with pseudo-sequence HLA-A31:01. The binding affinity (normalized) is 0. (5) The peptide sequence is GLRWHVRAF. The MHC is HLA-B08:02 with pseudo-sequence HLA-B08:02. The binding affinity (normalized) is 0.0847. (6) The peptide sequence is FLKEKGGL. The MHC is HLA-A30:02 with pseudo-sequence HLA-A30:02. The binding affinity (normalized) is 0. (7) The peptide sequence is TGDTPINIF. The MHC is Mamu-B1001 with pseudo-sequence Mamu-B1001. The binding affinity (normalized) is 0.264. (8) The peptide sequence is LQPSDTLLF. The MHC is HLA-A02:16 with pseudo-sequence HLA-A02:16. The binding affinity (normalized) is 0.0847.